From a dataset of Forward reaction prediction with 1.9M reactions from USPTO patents (1976-2016). Predict the product of the given reaction. (1) Given the reactants C(O[C:6]([N:8]1[CH2:13][CH2:12][CH:11]([NH:14][C:15]([C:17]2[C:21]([CH3:22])=[C:20]([C:23]3[CH:28]=[CH:27][C:26]([Cl:29])=[CH:25][CH:24]=3)[N:19]([C:30]3[CH:35]=[CH:34][C:33]([Cl:36])=[CH:32][C:31]=3[Cl:37])[N:18]=2)=[O:16])[CH2:10][CH2:9]1)=[O:7])(C)(C)C.[C:38](OC(=O)C)(=O)C, predict the reaction product. The product is: [C:6]([N:8]1[CH2:9][CH2:10][CH:11]([NH:14][C:15]([C:17]2[C:21]([CH3:22])=[C:20]([C:23]3[CH:28]=[CH:27][C:26]([Cl:29])=[CH:25][CH:24]=3)[N:19]([C:30]3[CH:35]=[CH:34][C:33]([Cl:36])=[CH:32][C:31]=3[Cl:37])[N:18]=2)=[O:16])[CH2:12][CH2:13]1)(=[O:7])[CH3:38]. (2) Given the reactants [NH:1]1[C:9]2[C:4](=[CH:5][CH:6]=[CH:7][CH:8]=2)[C:3]([CH2:10][C:11]([O:13][CH2:14][CH3:15])=[O:12])=[N:2]1.[H-].[Na+].[N+:18]([C:21]1[CH:28]=[CH:27][C:24]([CH2:25]Br)=[CH:23][CH:22]=1)([O-:20])=[O:19], predict the reaction product. The product is: [N+:18]([C:21]1[CH:28]=[CH:27][C:24]([CH2:25][N:1]2[C:9]3[C:4](=[CH:5][CH:6]=[CH:7][CH:8]=3)[C:3]([CH2:10][C:11]([O:13][CH2:14][CH3:15])=[O:12])=[N:2]2)=[CH:23][CH:22]=1)([O-:20])=[O:19]. (3) Given the reactants [CH3:1][S:2]([C:5]1[CH:6]=[CH:7][C:8]([N:14]2[CH2:19][CH2:18][O:17][CH2:16][CH2:15]2)=[C:9]([CH:13]=1)[C:10]([OH:12])=O)(=[O:4])=[O:3].Cl.[F:21][C:22]([F:35])([F:34])[C:23]1[S:27][C:26]([N:28]2[CH2:33][CH2:32][NH:31][CH2:30][CH2:29]2)=[N:25][CH:24]=1, predict the reaction product. The product is: [CH3:1][S:2]([C:5]1[CH:6]=[CH:7][C:8]([N:14]2[CH2:19][CH2:18][O:17][CH2:16][CH2:15]2)=[C:9]([C:10]([N:31]2[CH2:32][CH2:33][N:28]([C:26]3[S:27][C:23]([C:22]([F:35])([F:21])[F:34])=[CH:24][N:25]=3)[CH2:29][CH2:30]2)=[O:12])[CH:13]=1)(=[O:3])=[O:4]. (4) Given the reactants [OH:1][CH2:2][C:3]1[S:7][C:6]([NH:8][S:9]([C:12]2[CH:17]=[CH:16][C:15]([NH:18]C(=O)C)=[CH:14][CH:13]=2)(=[O:11])=[O:10])=[N:5][N:4]=1.Cl, predict the reaction product. The product is: [NH2:18][C:15]1[CH:16]=[CH:17][C:12]([S:9]([NH:8][C:6]2[S:7][C:3]([CH2:2][OH:1])=[N:4][N:5]=2)(=[O:11])=[O:10])=[CH:13][CH:14]=1.